From a dataset of Forward reaction prediction with 1.9M reactions from USPTO patents (1976-2016). Predict the product of the given reaction. (1) Given the reactants [Cl:1][C:2]1[CH:3]=[C:4]([CH:24]=[CH:25][C:26]=1[OH:27])[NH:5][C:6]1[C:15]2[C:10](=[CH:11][CH:12]=[CH:13][C:14]=2[O:16][CH:17]2[CH2:22][CH2:21][N:20]([CH3:23])[CH2:19][CH2:18]2)[N:9]=[CH:8][N:7]=1.C(=O)([O-])[O-].[K+].[K+].Br[CH2:35][C:36]([O:38][CH2:39][CH3:40])=[O:37], predict the reaction product. The product is: [Cl:1][C:2]1[CH:3]=[C:4]([NH:5][C:6]2[C:15]3[C:10](=[CH:11][CH:12]=[CH:13][C:14]=3[O:16][CH:17]3[CH2:22][CH2:21][N:20]([CH3:23])[CH2:19][CH2:18]3)[N:9]=[CH:8][N:7]=2)[CH:24]=[CH:25][C:26]=1[O:27][CH2:35][C:36]([O:38][CH2:39][CH3:40])=[O:37]. (2) Given the reactants [Br:1][C:2]1[CH:7]=[CH:6][C:5]([S:8][CH2:9][C:10]([NH:12][C:13]2[C:14]([C:26](O)=[O:27])=[N:15][N:16]([CH2:18][CH2:19][C:20]3[CH:25]=[CH:24][CH:23]=[CH:22][CH:21]=3)[CH:17]=2)=[O:11])=[CH:4][CH:3]=1.[NH4+:29].[OH-], predict the reaction product. The product is: [Br:1][C:2]1[CH:3]=[CH:4][C:5]([S:8][CH2:9][C:10]([NH:12][C:13]2[C:14]([C:26]([NH2:29])=[O:27])=[N:15][N:16]([CH2:18][CH2:19][C:20]3[CH:21]=[CH:22][CH:23]=[CH:24][CH:25]=3)[CH:17]=2)=[O:11])=[CH:6][CH:7]=1.